From a dataset of Full USPTO retrosynthesis dataset with 1.9M reactions from patents (1976-2016). Predict the reactants needed to synthesize the given product. (1) Given the product [OH:4][CH2:5][C:6]1[C:7]([N:38]2[CH2:50][CH2:49][N:41]3[C:42]4[CH2:43][CH2:44][CH2:45][CH2:46][C:47]=4[CH:48]=[C:40]3[C:39]2=[O:51])=[N:8][CH:9]=[CH:10][C:11]=1[C:12]1[CH:17]=[C:16]([NH:18][C:19]2[CH:24]=[CH:23][C:22]([N:25]3[CH2:30][CH2:29][N:28]([CH:31]4[CH2:34][O:33][CH2:32]4)[CH2:27][C@H:26]3[CH3:35])=[CH:21][N:20]=2)[C:15](=[O:36])[N:14]([CH3:37])[CH:13]=1, predict the reactants needed to synthesize it. The reactants are: C([O:4][CH2:5][C:6]1[C:7]([N:38]2[CH2:50][CH2:49][N:41]3[C:42]4[CH2:43][CH2:44][CH2:45][CH2:46][C:47]=4[CH:48]=[C:40]3[C:39]2=[O:51])=[N:8][CH:9]=[CH:10][C:11]=1[C:12]1[CH:17]=[C:16]([NH:18][C:19]2[CH:24]=[CH:23][C:22]([N:25]3[CH2:30][CH2:29][N:28]([CH:31]4[CH2:34][O:33][CH2:32]4)[CH2:27][C@H:26]3[CH3:35])=[CH:21][N:20]=2)[C:15](=[O:36])[N:14]([CH3:37])[CH:13]=1)(=O)C.O.[Li+].[OH-]. (2) Given the product [ClH:29].[ClH:29].[CH3:28][O:27][C:24]1[CH:25]=[CH:26][C:21]([C:18]2[CH:17]=[N:16][C:15]([NH:14][CH:11]3[CH2:12][CH2:13][NH:8][CH2:9][CH2:10]3)=[N:20][CH:19]=2)=[CH:22][CH:23]=1, predict the reactants needed to synthesize it. The reactants are: C(OC([N:8]1[CH2:13][CH2:12][CH:11]([NH:14][C:15]2[N:20]=[CH:19][C:18]([C:21]3[CH:26]=[CH:25][C:24]([O:27][CH3:28])=[CH:23][CH:22]=3)=[CH:17][N:16]=2)[CH2:10][CH2:9]1)=O)(C)(C)C.[ClH:29].